This data is from Peptide-MHC class II binding affinity with 134,281 pairs from IEDB. The task is: Regression. Given a peptide amino acid sequence and an MHC pseudo amino acid sequence, predict their binding affinity value. This is MHC class II binding data. (1) The peptide sequence is LVDANGTLHDKKSMG. The MHC is HLA-DQA10102-DQB10602 with pseudo-sequence HLA-DQA10102-DQB10602. The binding affinity (normalized) is 0. (2) The peptide sequence is IPVMAYLVGLFAWVL. The MHC is DRB5_0101 with pseudo-sequence DRB5_0101. The binding affinity (normalized) is 0.313. (3) The peptide sequence is LYKGVYELQTLELNM. The MHC is DRB1_0301 with pseudo-sequence DRB1_0301. The binding affinity (normalized) is 0.218. (4) The peptide sequence is NPMTVFWSKMAQSMT. The MHC is DRB1_1501 with pseudo-sequence DRB1_1501. The binding affinity (normalized) is 0.787. (5) The peptide sequence is AFKVAATAINAAPAN. The MHC is DRB1_0701 with pseudo-sequence DRB1_0701. The binding affinity (normalized) is 0.728.